Dataset: Catalyst prediction with 721,799 reactions and 888 catalyst types from USPTO. Task: Predict which catalyst facilitates the given reaction. (1) Reactant: [Cl:1][C:2]1[CH:32]=[CH:31][C:5]([CH2:6][N:7]2[C:15]3[C:10](=[CH:11][C:12]([O:16]C)=[CH:13][CH:14]=3)[C:9]([C:18](=[O:29])[C:19]([NH:21][C:22]3[CH:27]=[CH:26][CH:25]=[C:24]([Cl:28])[CH:23]=3)=[O:20])=[C:8]2[CH3:30])=[CH:4][CH:3]=1.B(Br)(Br)Br. Product: [Cl:1][C:2]1[CH:32]=[CH:31][C:5]([CH2:6][N:7]2[C:15]3[C:10](=[CH:11][C:12]([OH:16])=[CH:13][CH:14]=3)[C:9]([C:18](=[O:29])[C:19]([NH:21][C:22]3[CH:27]=[CH:26][CH:25]=[C:24]([Cl:28])[CH:23]=3)=[O:20])=[C:8]2[CH3:30])=[CH:4][CH:3]=1. The catalyst class is: 4. (2) Reactant: [OH:1][C:2]([C:5]1[N:6]=[C:7]([CH2:10][C:11]#[N:12])[NH:8][N:9]=1)([CH3:4])[CH3:3].C([O:15][C:16](=O)[CH:17]([C:21]1[CH:26]=[CH:25][CH:24]=[CH:23][CH:22]=1)[C:18]([CH3:20])=O)C.C([O-])(=O)C.[NH4+].Cl. Product: [OH:1][C:2]([C:5]1[NH:6][C:7]2=[C:10]([C:11]#[N:12])[C:18]([CH3:20])=[C:17]([C:21]3[CH:26]=[CH:25][CH:24]=[CH:23][CH:22]=3)[C:16](=[O:15])[N:8]2[N:9]=1)([CH3:4])[CH3:3]. The catalyst class is: 6.